This data is from Catalyst prediction with 721,799 reactions and 888 catalyst types from USPTO. The task is: Predict which catalyst facilitates the given reaction. (1) Reactant: [C:1]([O:12][CH3:13])(=[O:11])[CH2:2][CH2:3][CH2:4][CH2:5][CH2:6][CH2:7][CH2:8][CH2:9][CH3:10].C(O)[C:15]1[CH:23]=[CH:22][C:20]([OH:21])=[C:17]([O:18][CH3:19])[CH:16]=1. Product: [C:1]([O:12][CH2:13][C:15]1[CH:23]=[CH:22][C:20]([OH:21])=[C:17]([O:18][CH3:19])[CH:16]=1)(=[O:11])[CH2:2][CH2:3][CH2:4][CH2:5][CH2:6][CH2:7][CH2:8][CH2:9][CH3:10]. The catalyst class is: 21. (2) Reactant: [F:1][C:2]1[CH:7]=[CH:6][C:5]([C:8]2[C:16]3[C:11](=[CH:12][CH:13]=[CH:14][CH:15]=3)[N:10]([CH:17]([CH3:19])[CH3:18])[CH:9]=2)=[CH:4][CH:3]=1.CO/[CH:22]=[CH:23]/[C:24]([O:26][CH3:27])=[O:25].O.P(Cl)(Cl)(Cl)=O. Product: [F:1][C:2]1[CH:7]=[CH:6][C:5]([C:8]2[C:16]3[C:11](=[CH:12][CH:13]=[CH:14][CH:15]=3)[N:10]([CH:17]([CH3:19])[CH3:18])[C:9]=2/[CH:22]=[CH:23]/[C:24]([O:26][CH3:27])=[O:25])=[CH:4][CH:3]=1. The catalyst class is: 15. (3) Reactant: [S:1]([Cl:5])(Cl)(=[O:3])=[O:2].[Br:6][C:7]1[CH:12]=[CH:11][CH:10]=[C:9]([CH:13]=[CH2:14])[CH:8]=1. Product: [Br:6][C:7]1[CH:8]=[C:9](/[CH:13]=[CH:14]/[S:1]([Cl:5])(=[O:3])=[O:2])[CH:10]=[CH:11][CH:12]=1. The catalyst class is: 3. (4) Reactant: [Br:1][C:2]1[CH:3]=[C:4]([C:8](=[CH2:11])[CH2:9][OH:10])[CH:5]=[N:6][CH:7]=1.[OH-:12].[Na+].OO. Product: [Br:1][C:2]1[CH:3]=[C:4]([CH:8]([CH2:11][OH:12])[CH2:9][OH:10])[CH:5]=[N:6][CH:7]=1. The catalyst class is: 7. (5) Reactant: [CH3:1][O:2][CH2:3][CH2:4][N:5]1[C:9]([CH3:10])=[C:8]([CH3:11])[S:7][C:6]1=[NH:12].CCN(CC)CC.[Br:20][C:21]1[CH:29]=[C:28]([C:30](Cl)=[O:31])[C:24]2[O:25][CH2:26][CH2:27][C:23]=2[CH:22]=1. The catalyst class is: 1. Product: [Br:20][C:21]1[CH:29]=[C:28]([C:30](/[N:12]=[C:6]2\[S:7][C:8]([CH3:11])=[C:9]([CH3:10])[N:5]\2[CH2:4][CH2:3][O:2][CH3:1])=[O:31])[C:24]2[O:25][CH2:26][CH2:27][C:23]=2[CH:22]=1. (6) Reactant: [NH2:1]N.[Cl:3][C:4]1[CH:9]=[C:8]([Cl:10])[CH:7]=[CH:6][C:5]=1[C:11]1[C:12]([N:30]2[CH2:35][CH2:34][N:33]([CH3:36])[CH2:32][C:31]2=[O:37])=[C:13](CCCN2C(=O)C3C=CC=CC=3C2=O)[NH:14][CH:15]=1.CCN([CH:44]([CH3:46])[CH3:45])C(C)C.Cl[C:48]1[N:53]=[C:52]([NH2:54])[C:51]([N+:55]([O-:57])=[O:56])=[CH:50][CH:49]=1. Product: [NH2:54][C:52]1[N:53]=[C:48]([NH:1][CH2:46][CH2:44][CH2:45][N:14]2[CH:15]=[C:11]([C:5]3[CH:6]=[CH:7][C:8]([Cl:10])=[CH:9][C:4]=3[Cl:3])[C:12]([N:30]3[CH2:35][CH2:34][N:33]([CH3:36])[CH2:32][C:31]3=[O:37])=[CH:13]2)[CH:49]=[CH:50][C:51]=1[N+:55]([O-:57])=[O:56]. The catalyst class is: 14. (7) Reactant: [CH3:1][C:2]1[CH:3]=[CH:4][C:5]([CH2:8][C:9]([O:11][CH3:12])=[O:10])=[N:6][CH:7]=1.CN([CH:16]=[O:17])C.[CH2:18]=[O:19].C[O-].[Na+]. Product: [OH:19][CH2:18][C:8]([CH2:16][OH:17])([C:5]1[CH:4]=[CH:3][C:2]([CH3:1])=[CH:7][N:6]=1)[C:9]([O:11][CH3:12])=[O:10]. The catalyst class is: 15. (8) Reactant: [O-][Mn](=O)(=O)=O.[K+].[OH:7][CH:8]([C:12]1[CH:17]=[CH:16][CH:15]=[CH:14][C:13]=1[N+:18]([O-:20])=[O:19])[C:9]([OH:11])=[O:10].[OH-].[Na+]. Product: [N+:18]([C:13]1[CH:14]=[CH:15][CH:16]=[CH:17][C:12]=1[C:8](=[O:7])[C:9]([OH:11])=[O:10])([O-:20])=[O:19]. The catalyst class is: 6. (9) Reactant: C[O:2][C:3]([CH:5]1[CH2:9][CH2:8][CH2:7][N:6]1[S:10]([C:13]1[CH:18]=[C:17]([Cl:19])[CH:16]=[C:15]([Cl:20])[C:14]=1[OH:21])(=[O:12])=[O:11])=[O:4].[OH-].[Na+]. Product: [Cl:20][C:15]1[C:14]([OH:21])=[C:13]([S:10]([N:6]2[CH2:7][CH2:8][CH2:9][C@H:5]2[C:3]([OH:4])=[O:2])(=[O:11])=[O:12])[CH:18]=[C:17]([Cl:19])[CH:16]=1. The catalyst class is: 8.